This data is from Catalyst prediction with 721,799 reactions and 888 catalyst types from USPTO. The task is: Predict which catalyst facilitates the given reaction. (1) Reactant: C(N1C=CN=C1)(N1C=CN=C1)=O.[Cl:13][C:14]1[C:19]2[O:20][C:21]3[C:30]([CH3:31])=[CH:29][C:28]([C:32]([OH:34])=O)=[CH:27][C:22]=3[S:23](=[O:26])(=[O:25])[CH2:24][C:18]=2[CH:17]=[C:16]([N:35]2[CH2:40][CH2:39][NH:38][CH2:37][CH2:36]2)[CH:15]=1.[CH:41]1([NH2:44])[CH2:43][CH2:42]1. Product: [ClH:13].[CH:41]1([NH:44][C:32]([C:28]2[CH:29]=[C:30]([CH3:31])[C:21]3[O:20][C:19]4[C:14]([Cl:13])=[CH:15][C:16]([N:35]5[CH2:36][CH2:37][NH:38][CH2:39][CH2:40]5)=[CH:17][C:18]=4[CH2:24][S:23](=[O:25])(=[O:26])[C:22]=3[CH:27]=2)=[O:34])[CH2:43][CH2:42]1. The catalyst class is: 3. (2) Reactant: [CH2:1]([O:8][C:9]1[C@@H:13]([C@@H:14]2[CH2:18][O:17][C:16]([CH3:20])([CH3:19])[O:15]2)[O:12][C:11](=[O:21])[C:10]=1[OH:22])[C:2]1[CH:7]=[CH:6][CH:5]=[CH:4][CH:3]=1.C(N(CC)CC)C.[S:30](Cl)([C:33]1[CH:39]=[CH:38][C:36]([CH3:37])=[CH:35][CH:34]=1)(=[O:32])=[O:31].O. Product: [C:36]1([CH3:37])[CH:38]=[CH:39][C:33]([S:30]([O:22][C:10]2[C:11](=[O:21])[O:12][C@H:13]([C@@H:14]3[CH2:18][O:17][C:16]([CH3:20])([CH3:19])[O:15]3)[C:9]=2[O:8][CH2:1][C:2]2[CH:7]=[CH:6][CH:5]=[CH:4][CH:3]=2)(=[O:32])=[O:31])=[CH:34][CH:35]=1. The catalyst class is: 4. (3) Reactant: C[Si]([N-][Si](C)(C)C)(C)C.[Li+].[Br:11][C:12]1[CH:13]=[CH:14][C:15]([CH2:18][S:19]([CH3:22])(=[O:21])=[O:20])=[N:16][CH:17]=1.C1C=CC(S(N(S(C2C=CC=CC=2)(=O)=O)[F:33])(=O)=O)=CC=1. Product: [Br:11][C:12]1[CH:13]=[CH:14][C:15]([CH:18]([F:33])[S:19]([CH3:22])(=[O:21])=[O:20])=[N:16][CH:17]=1. The catalyst class is: 7. (4) Reactant: C[O:2][C:3](=[O:27])[CH2:4][CH2:5][C:6]1[CH:10]=[C:9]([CH3:11])[N:8]([CH2:12][C:13]2[CH:18]=[C:17](Br)[CH:16]=[CH:15][C:14]=2[O:20][CH2:21][CH:22]([CH2:25][CH3:26])[CH2:23][CH3:24])[N:7]=1.[Zn](C)[CH3:29]. Product: [CH2:23]([CH:22]([CH2:25][CH3:26])[CH2:21][O:20][C:14]1[CH:15]=[CH:16][C:17]([CH3:29])=[CH:18][C:13]=1[CH2:12][N:8]1[C:9]([CH3:11])=[CH:10][C:6]([CH2:5][CH2:4][C:3]([OH:2])=[O:27])=[N:7]1)[CH3:24]. The catalyst class is: 75. (5) Reactant: [CH3:1][N:2]1[C:6]([C:7]2[CH:12]=[CH:11][CH:10]=[CH:9][CH:8]=2)=[C:5]([CH3:13])[S:4][C:3]1=S.C1(C)C=CC(S(OC)(=O)=O)=CC=1.C1(OC)C=CC=CC=1.[CH2:35]([N:42]1[C:46](=[O:47])[CH2:45][S:44][C:43]1=[N:48][C:49]1[CH:50]=[C:51]([CH:54]=[CH:55][C:56]=1[NH:57][CH2:58][CH3:59])[C:52]#[N:53])[C:36]1[CH:41]=[CH:40][CH:39]=[CH:38][CH:37]=1. Product: [CH2:35]([N:42]1[C:46](=[O:47])[C:45](=[C:3]2[N:2]([CH3:1])[C:6]([C:7]3[CH:12]=[CH:11][CH:10]=[CH:9][CH:8]=3)=[C:5]([CH3:13])[S:4]2)[S:44][C:43]1=[N:48][C:49]1[CH:50]=[C:51]([CH:54]=[CH:55][C:56]=1[NH:57][CH2:58][CH3:59])[C:52]#[N:53])[C:36]1[CH:41]=[CH:40][CH:39]=[CH:38][CH:37]=1. The catalyst class is: 23. (6) Reactant: [CH3:1][O:2][C:3]1[CH:8]=[CH:7][C:6]([CH2:9][NH2:10])=[CH:5][CH:4]=1.Br[CH2:12][C:13]#[N:14]. Product: [CH3:1][O:2][C:3]1[CH:8]=[CH:7][C:6]([CH2:9][NH:10][CH2:12][C:13]#[N:14])=[CH:5][CH:4]=1. The catalyst class is: 1. (7) Reactant: [OH:1][C:2]1[CH:9]=[CH:8][C:7]([O:10][CH3:11])=[CH:6][C:3]=1[CH:4]=O.Br[CH2:13][C:14]([O:16][CH2:17][CH3:18])=[O:15].C(=O)([O-])[O-].[K+].[K+].C(OCC)(=O)C. Product: [CH3:11][O:10][C:7]1[CH:8]=[CH:9][C:2]2[O:1][C:13]([C:14]([O:16][CH2:17][CH3:18])=[O:15])=[CH:4][C:3]=2[CH:6]=1. The catalyst class is: 9.